From a dataset of Experimental lipophilicity measurements (octanol/water distribution) for 4,200 compounds from AstraZeneca. Regression/Classification. Given a drug SMILES string, predict its absorption, distribution, metabolism, or excretion properties. Task type varies by dataset: regression for continuous measurements (e.g., permeability, clearance, half-life) or binary classification for categorical outcomes (e.g., BBB penetration, CYP inhibition). For this dataset (lipophilicity_astrazeneca), we predict Y. The molecule is CN1CCN(C(=O)c2cc(Cc3n[nH]c(=O)c4ccccc34)ccc2F)CC1. The Y is 1.03 logD.